Dataset: Catalyst prediction with 721,799 reactions and 888 catalyst types from USPTO. Task: Predict which catalyst facilitates the given reaction. (1) Reactant: C(OC(=O)[N:7]([CH2:12][CH2:13][C:14]1[N:19]=[C:18]([NH:20]CC2C=CC=CC=2)[C:17]2[NH:28][C:29](=[O:38])[N:30]([CH2:31][C:32]3[CH:37]=[CH:36][CH:35]=[CH:34][CH:33]=3)[C:16]=2[CH:15]=1)[CH2:8][CH2:9][O:10][CH3:11])(C)(C)C.O.C([O-])(O)=O.[Na+]. Product: [NH2:20][C:18]1[C:17]2[NH:28][C:29](=[O:38])[N:30]([CH2:31][C:32]3[CH:37]=[CH:36][CH:35]=[CH:34][CH:33]=3)[C:16]=2[CH:15]=[C:14]([CH2:13][CH2:12][NH:7][CH2:8][CH2:9][O:10][CH3:11])[N:19]=1. The catalyst class is: 65. (2) Reactant: [F:1][C:2]1[CH:3]=[C:4]([CH2:9][C:10]([C:12]2[CH:17]=[CH:16][C:15]([C:18]([F:21])([F:20])[F:19])=[CH:14][CH:13]=2)=[O:11])[CH:5]=[C:6]([F:8])[CH:7]=1.C1C(=O)N(Br)C(=[O:25])C1. Product: [F:1][C:2]1[CH:3]=[C:4]([C:9](=[O:25])[C:10]([C:12]2[CH:17]=[CH:16][C:15]([C:18]([F:21])([F:19])[F:20])=[CH:14][CH:13]=2)=[O:11])[CH:5]=[C:6]([F:8])[CH:7]=1. The catalyst class is: 16. (3) Reactant: FC(F)(F)C(O)=O.[Cl:8][C:9]1[N:10]=[C:11]([N:18]2[CH2:23][CH2:22][O:21][CH2:20][CH2:19]2)[C:12]2[CH2:17][NH:16][CH2:15][C:13]=2[N:14]=1.Cl.[CH3:25][C:26]([CH3:28])=O.C(O[BH-](OC(=O)C)OC(=O)C)(=O)C.[Na+]. Product: [Cl:8][C:9]1[N:10]=[C:11]([N:18]2[CH2:19][CH2:20][O:21][CH2:22][CH2:23]2)[C:12]2[CH2:17][N:16]([CH:26]([CH3:28])[CH3:25])[CH2:15][C:13]=2[N:14]=1. The catalyst class is: 559. (4) Reactant: C[O-].[Na+].[CH:4]([NH2:6])=[NH:5].Cl.C([O:10][C:11]([CH:13]1[CH2:18][CH2:17][N:16]([CH2:19][C:20]2[CH:25]=[CH:24][CH:23]=[CH:22][CH:21]=2)[CH2:15][C:14]1=O)=O)C.C(O)(=O)C. Product: [CH2:19]([N:16]1[CH2:17][CH2:18][C:13]2[C:11]([OH:10])=[N:6][CH:4]=[N:5][C:14]=2[CH2:15]1)[C:20]1[CH:25]=[CH:24][CH:23]=[CH:22][CH:21]=1. The catalyst class is: 5. (5) Reactant: [Cl:1][C:2]1[N:7]=[C:6]([N:8]([CH:18]2[CH2:22][CH2:21][CH2:20][CH2:19]2)[CH2:9][C:10]([F:17])([CH3:16])[C:11](OCC)=[O:12])[C:5]([N+:23]([O-])=O)=[CH:4][N:3]=1.Cl. Product: [Cl:1][C:2]1[N:3]=[CH:4][C:5]2[NH:23][C:11](=[O:12])[C:10]([F:17])([CH3:16])[CH2:9][N:8]([CH:18]3[CH2:22][CH2:21][CH2:20][CH2:19]3)[C:6]=2[N:7]=1. The catalyst class is: 15. (6) Reactant: [F:1][C:2]([F:17])([C:8]1[CH:13]=[CH:12][C:11]([CH:14]([CH3:16])[CH3:15])=[CH:10][CH:9]=1)[C:3]([O:5]CC)=[O:4].CO.O.[OH-].[Li+]. Product: [F:1][C:2]([F:17])([C:8]1[CH:13]=[CH:12][C:11]([CH:14]([CH3:15])[CH3:16])=[CH:10][CH:9]=1)[C:3]([OH:5])=[O:4]. The catalyst class is: 7. (7) Reactant: [CH:1]12[CH2:8][CH2:7][CH:4]([CH2:5][CH2:6]1)[C:3](=[O:9])[NH:2]2.I[C:11]1[CH:16]=[CH:15][CH:14]=[CH:13][CH:12]=1.C([O-])([O-])=O.[Cs+].[Cs+].CC1(C)C2C(=C(P(C3C=CC=CC=3)C3C=CC=CC=3)C=CC=2)OC2C(P(C3C=CC=CC=3)C3C=CC=CC=3)=CC=CC1=2. Product: [C:11]1([N:2]2[C:3](=[O:9])[CH:4]3[CH2:7][CH2:8][CH:1]2[CH2:6][CH2:5]3)[CH:16]=[CH:15][CH:14]=[CH:13][CH:12]=1. The catalyst class is: 203. (8) Reactant: [OH:1][CH2:2][C:3]1[N:4]([S:14]([N:17]([CH3:19])[CH3:18])(=[O:16])=[O:15])[CH:5]=[C:6]([C:8]2[CH:13]=[CH:12][CH:11]=[CH:10][CH:9]=2)[N:7]=1.[H-].[Na+].Cl[C:23]1[CH:32]=[N:31][C:30]2[C:25](=[CH:26][CH:27]=[CH:28][CH:29]=2)[N:24]=1.CO. Product: [CH3:18][N:17]([CH3:19])[S:14]([N:4]1[CH:5]=[C:6]([C:8]2[CH:13]=[CH:12][CH:11]=[CH:10][CH:9]=2)[N:7]=[C:3]1[CH2:2][O:1][C:23]1[CH:32]=[N:31][C:30]2[C:25](=[CH:26][CH:27]=[CH:28][CH:29]=2)[N:24]=1)(=[O:15])=[O:16]. The catalyst class is: 18. (9) Reactant: Cl.[NH2:2][NH:3][C:4]([NH2:6])=[O:5].C(N(CC)CC)C.[CH:14]1([C:17](Cl)=O)[CH2:16][CH2:15]1.[OH-].[Na+].Cl. Product: [CH:14]1([C:17]2[NH:6][C:4](=[O:5])[NH:3][N:2]=2)[CH2:16][CH2:15]1. The catalyst class is: 34.